Dataset: Catalyst prediction with 721,799 reactions and 888 catalyst types from USPTO. Task: Predict which catalyst facilitates the given reaction. (1) Product: [CH3:34][O:33][CH:22]([O:21][CH3:20])[C:23]1[CH:28]=[CH:27][C:26]([N+:29]([O-:31])=[O:30])=[C:25]([NH:1][C:2]2[S:3][C:4]([C:17]([NH2:19])=[O:18])=[C:5]([C:7]3[CH:12]=[CH:11][CH:10]=[CH:9][C:8]=3[C:13]([F:16])([F:14])[F:15])[N:6]=2)[CH:24]=1. Reactant: [NH2:1][C:2]1[S:3][C:4]([C:17]([NH2:19])=[O:18])=[C:5]([C:7]2[CH:12]=[CH:11][CH:10]=[CH:9][C:8]=2[C:13]([F:16])([F:15])[F:14])[N:6]=1.[CH3:20][O:21][CH:22]([O:33][CH3:34])[C:23]1[CH:28]=[CH:27][C:26]([N+:29]([O-:31])=[O:30])=[C:25](F)[CH:24]=1.C(=O)([O-])[O-].[Cs+].[Cs+]. The catalyst class is: 9. (2) Reactant: O[CH2:2][C:3]1([CH2:7][OH:8])[CH2:6][CH2:5][CH2:4]1.C1(P(C2C=CC=CC=2)C2C=CC=CC=2)C=CC=CC=1.[CH3:28][N:29]1[CH:33]=[CH:32][N:31]=[C:30]1[SH:34]. Product: [CH3:28][N:29]1[CH:33]=[CH:32][N:31]=[C:30]1[S:34][CH2:2][C:3]1([CH2:7][OH:8])[CH2:6][CH2:5][CH2:4]1. The catalyst class is: 4. (3) Reactant: [CH:1]([O:4][C:5]1[CH:9]=[C:8]([CH2:10][CH2:11][C:12]([O:14][CH2:15][CH3:16])=[O:13])[NH:7][N:6]=1)([CH3:3])[CH3:2].[H-].[Na+].[CH3:19][C:20]1[CH:27]=[CH:26][CH:25]=[CH:24][C:21]=1[CH2:22]Br. Product: [CH:1]([O:4][C:5]1[CH:9]=[C:8]([CH2:10][CH2:11][C:12]([O:14][CH2:15][CH3:16])=[O:13])[N:7]([CH2:19][C:20]2[CH:27]=[CH:26][CH:25]=[CH:24][C:21]=2[CH3:22])[N:6]=1)([CH3:3])[CH3:2]. The catalyst class is: 9. (4) Reactant: [C:1]([O:5][C:6]([NH:8][NH:9][C@H:10]([C:14]([CH3:17])([CH3:16])[CH3:15])[CH2:11][CH:12]=[CH2:13])=[O:7])([CH3:4])([CH3:3])[CH3:2]. Product: [C:1]([O:5][C:6]([NH:8][NH:9][C@H:10]([C:14]([CH3:15])([CH3:17])[CH3:16])[CH2:11][CH2:12][CH3:13])=[O:7])([CH3:4])([CH3:3])[CH3:2]. The catalyst class is: 838. (5) Reactant: [CH3:1][O:2][CH2:3][O:4][C:5]1[C:6]([CH3:18])=[C:7]2[C:12](=[C:13]([CH3:16])[C:14]=1[CH3:15])[S:11][CH2:10][CH2:9][C:8]2=[O:17].Cl[CH2:20][CH2:21]Cl.[H-].[Na+].O. Product: [CH3:1][O:2][CH2:3][O:4][C:5]1[C:6]([CH3:18])=[C:7]2[C:12](=[C:13]([CH3:16])[C:14]=1[CH3:15])[S:11][CH2:10][C:9]1([CH2:21][CH2:20]1)[C:8]2=[O:17]. The catalyst class is: 3. (6) Reactant: [CH3:1][O:2][C:3]([C@@H:5]1[CH2:9][C@H:8]([NH2:10])[CH2:7][N:6]1[C:11](=[O:36])[N:12]([CH2:31][CH2:32][CH2:33][CH2:34][CH3:35])[CH2:13][C:14]1[CH:19]=[CH:18][C:17]([C:20]2[CH:25]=[CH:24][CH:23]=[CH:22][C:21]=2[C:26]2[NH:30][N:29]=[N:28][N:27]=2)=[CH:16][CH:15]=1)=[O:4].[CH3:37][C:38]([CH3:54])([CH3:53])[C:39]([O:41][NH:42][C:43]([CH:45]([CH2:49][CH:50]([CH3:52])[CH3:51])[C:46](O)=[O:47])=[O:44])=[O:40].CCN(C(C)C)C(C)C.CN(C(ON1N=NC2C=CC=NC1=2)=[N+](C)C)C.F[P-](F)(F)(F)(F)F. Product: [CH3:1][O:2][C:3]([C@@H:5]1[CH2:9][C@H:8]([NH:10][C:46](=[O:47])[CH:45]([C:43](=[O:44])[NH:42][O:41][C:39](=[O:40])[C:38]([CH3:53])([CH3:37])[CH3:54])[CH2:49][CH:50]([CH3:52])[CH3:51])[CH2:7][N:6]1[C:11](=[O:36])[N:12]([CH2:31][CH2:32][CH2:33][CH2:34][CH3:35])[CH2:13][C:14]1[CH:19]=[CH:18][C:17]([C:20]2[CH:25]=[CH:24][CH:23]=[CH:22][C:21]=2[C:26]2[NH:30][N:29]=[N:28][N:27]=2)=[CH:16][CH:15]=1)=[O:4]. The catalyst class is: 3. (7) The catalyst class is: 674. Product: [Cl:15][C:16]1[CH:21]=[CH:20][C:19]([C:22]2[CH:23]=[CH:24][C:25]([C:28]([NH:30][CH2:31][CH2:32][C:33]([O:35][CH2:36][CH3:37])=[O:34])=[O:29])=[N:26][CH:27]=2)=[C:18]([CH2:38][NH:53][C:50]2[CH:49]=[CH:48][C:47]([C:44]3[CH:45]=[CH:46][C:41]([Cl:40])=[CH:42][CH:43]=3)=[CH:52][CH:51]=2)[CH:17]=1. Reactant: [BH-](OC(C)=O)(OC(C)=O)OC(C)=O.[Na+].[Cl:15][C:16]1[CH:21]=[CH:20][C:19]([C:22]2[CH:23]=[CH:24][C:25]([C:28]([NH:30][CH2:31][CH2:32][C:33]([O:35][CH2:36][CH3:37])=[O:34])=[O:29])=[N:26][CH:27]=2)=[C:18]([CH:38]=O)[CH:17]=1.[Cl:40][C:41]1[CH:46]=[CH:45][C:44]([C:47]2[CH:52]=[CH:51][C:50]([NH2:53])=[CH:49][CH:48]=2)=[CH:43][CH:42]=1.CC(O)=O. (8) Reactant: [CH2:1]([N:8]([CH2:19][C:20]1[CH:25]=[CH:24][CH:23]=[CH:22][CH:21]=1)[S:9]([C:12]1[CH:17]=[CH:16][CH:15]=[CH:14][C:13]=1Br)(=[O:11])=[O:10])[C:2]1[CH:7]=[CH:6][CH:5]=[CH:4][CH:3]=1.[C:26]([C:30]1[CH:34]=[C:33]([NH2:35])[N:32]([C:36]2[CH:41]=[CH:40][CH:39]=[CH:38][C:37]=2[CH3:42])[N:31]=1)([CH3:29])([CH3:28])[CH3:27].C(=O)([O-])[O-].[Cs+].[Cs+].C1C=CC(P(C2C(C3C(P(C4C=CC=CC=4)C4C=CC=CC=4)=CC=C4C=3C=CC=C4)=C3C(C=CC=C3)=CC=2)C2C=CC=CC=2)=CC=1. Product: [CH2:1]([N:8]([CH2:19][C:20]1[CH:25]=[CH:24][CH:23]=[CH:22][CH:21]=1)[S:9]([C:12]1[CH:17]=[CH:16][CH:15]=[CH:14][C:13]=1[NH:35][C:33]1[N:32]([C:36]2[CH:41]=[CH:40][CH:39]=[CH:38][C:37]=2[CH3:42])[N:31]=[C:30]([C:26]([CH3:29])([CH3:28])[CH3:27])[CH:34]=1)(=[O:11])=[O:10])[C:2]1[CH:7]=[CH:6][CH:5]=[CH:4][CH:3]=1. The catalyst class is: 101. (9) Reactant: Cl[C:2]1[N:7]=[C:6]([Cl:8])[N:5]=[CH:4][N:3]=1.[CH3:9][O:10][C:11]1[CH:12]=[C:13]([CH:15]=[CH:16][C:17]=1[N:18]1[CH2:23][CH2:22][N:21]([CH:24]2[CH2:27][O:26][CH2:25]2)[CH2:20][CH2:19]1)[NH2:14].C(N(CC)C(C)C)(C)C. Product: [Cl:8][C:6]1[N:5]=[CH:4][N:3]=[C:2]([NH:14][C:13]2[CH:15]=[CH:16][C:17]([N:18]3[CH2:19][CH2:20][N:21]([CH:24]4[CH2:25][O:26][CH2:27]4)[CH2:22][CH2:23]3)=[C:11]([O:10][CH3:9])[CH:12]=2)[N:7]=1. The catalyst class is: 4.